From a dataset of Cav3 T-type calcium channel HTS with 100,875 compounds. Binary Classification. Given a drug SMILES string, predict its activity (active/inactive) in a high-throughput screening assay against a specified biological target. (1) The compound is S(=O)(=O)(N1CC(CCC1)C(=O)Nc1cc(OC)c(OC)cc1)c1sccc1. The result is 0 (inactive). (2) The result is 0 (inactive). The drug is Clc1c(S(=O)(=O)N2CCNCC2)cc(Cl)cc1.